Predict the reactants needed to synthesize the given product. From a dataset of Full USPTO retrosynthesis dataset with 1.9M reactions from patents (1976-2016). (1) Given the product [N:35]1([CH:41]2[CH2:46][CH2:45][N:44]([C:47]3[CH:53]=[CH:52][C:50]([NH:51][C:2]4[N:7]=[C:6]([C:8]5[N:12]6[CH:13]=[CH:14][C:15]([F:17])=[CH:16][C:11]6=[N:10][C:9]=5[C:18]5[CH:19]=[C:20]([CH:32]=[CH:33][CH:34]=5)[C:21]([NH:23][C:24]5[C:25]([F:31])=[CH:26][CH:27]=[CH:28][C:29]=5[F:30])=[O:22])[CH:5]=[CH:4][N:3]=4)=[C:49]([O:54][CH3:55])[CH:48]=3)[CH2:43][CH2:42]2)[CH2:40][CH2:39][CH2:38][CH2:37][CH2:36]1, predict the reactants needed to synthesize it. The reactants are: Cl[C:2]1[N:7]=[C:6]([C:8]2[N:12]3[CH:13]=[CH:14][C:15]([F:17])=[CH:16][C:11]3=[N:10][C:9]=2[C:18]2[CH:19]=[C:20]([CH:32]=[CH:33][CH:34]=2)[C:21]([NH:23][C:24]2[C:29]([F:30])=[CH:28][CH:27]=[CH:26][C:25]=2[F:31])=[O:22])[CH:5]=[CH:4][N:3]=1.[N:35]1([CH:41]2[CH2:46][CH2:45][N:44]([C:47]3[CH:53]=[CH:52][C:50]([NH2:51])=[C:49]([O:54][CH3:55])[CH:48]=3)[CH2:43][CH2:42]2)[CH2:40][CH2:39][CH2:38][CH2:37][CH2:36]1.O.C1(C)C=CC(S(O)(=O)=O)=CC=1.C[O-].[Na+]. (2) Given the product [CH2:1]([O:4][N:5]=[C:6]1[CH2:10][NH:9][C@H:8]([C:18]([NH:26][CH2:25][CH2:24][N:23]([CH2:27][CH3:28])[CH2:21][CH3:22])=[O:20])[CH2:7]1)[CH:2]=[CH2:3], predict the reactants needed to synthesize it. The reactants are: [CH2:1]([O:4][N:5]=[C:6]1[CH2:10][N:9](C(OC(C)(C)C)=O)[C@H:8]([C:18]([OH:20])=O)[CH2:7]1)[CH:2]=[CH2:3].[CH2:21]([N:23]([CH2:27][CH3:28])[CH2:24][CH2:25][NH2:26])[CH3:22]. (3) Given the product [N:14]1[CH:15]=[C:10]([CH2:9][C:3]2[C:4](=[O:6])[NH:16][C:17](=[S:18])[NH:19][CH:2]=2)[CH:11]=[N:12][CH:13]=1, predict the reactants needed to synthesize it. The reactants are: O/[CH:2]=[C:3](/[CH2:9][C:10]1[CH:11]=[N:12][CH:13]=[N:14][CH:15]=1)\[C:4]([O:6]CC)=O.[NH2:16][C:17]([NH2:19])=[S:18].CC(C)([O-])C.[K+]. (4) Given the product [CH2:1]([O:3][C:4]([C:6]1[N:7]=[C:8]([Br:33])[C:9]2[C:14]([C:15]=1[OH:16])=[CH:13][CH:12]=[C:11]([O:17][C:18]1[C:23]([F:24])=[CH:22][CH:21]=[CH:20][C:19]=1[F:25])[CH:10]=2)=[O:5])[CH3:2], predict the reactants needed to synthesize it. The reactants are: [CH2:1]([O:3][C:4]([C:6]1[N:7]=[CH:8][C:9]2[C:14]([C:15]=1[OH:16])=[CH:13][CH:12]=[C:11]([O:17][C:18]1[C:23]([F:24])=[CH:22][CH:21]=[CH:20][C:19]=1[F:25])[CH:10]=2)=[O:5])[CH3:2].C1C(=O)N([Br:33])C(=O)C1. (5) Given the product [CH3:31][N:19]([CH3:18])[CH:20]([C:22]1[CH:27]=[CH:26][C:25]([C:2]2[C:3]3[C:4]4[CH:17]=[CH:16][S:15][C:5]=4[C:6](=[O:14])[NH:7][C:8]=3[CH:9]=[CH:10][C:11]=2[O:12][CH3:13])=[CH:24][CH:23]=1)[CH3:21], predict the reactants needed to synthesize it. The reactants are: Br[C:2]1[C:3]2[C:4]3[CH:17]=[CH:16][S:15][C:5]=3[C:6](=[O:14])[NH:7][C:8]=2[CH:9]=[CH:10][C:11]=1[O:12][CH3:13].[CH3:18][N:19]([CH3:31])[CH:20]([C:22]1[CH:27]=[CH:26][C:25](B(O)O)=[CH:24][CH:23]=1)[CH3:21]. (6) Given the product [CH2:1]([N:3]([CH2:26][C:27]([NH:50][C:51]1([N+:56]#[C-:55])[CH2:53][CH2:52]1)=[O:29])[C:4]([C:6]1[CH:7]=[C:8]2[C:16](=[CH:17][CH:18]=1)[N:15]([CH3:19])[C:14]1[CH2:13][CH2:12][CH:11]([CH:20]3[CH2:21][CH2:22][O:23][CH2:24][CH2:25]3)[CH2:10][C:9]2=1)=[O:5])[CH3:2], predict the reactants needed to synthesize it. The reactants are: [CH2:1]([N:3]([CH2:26][C:27]([O:29]C)=O)[C:4]([C:6]1[CH:7]=[C:8]2[C:16](=[CH:17][CH:18]=1)[N:15]([CH3:19])[C:14]1[CH2:13][CH2:12][CH:11]([CH:20]3[CH2:25][CH2:24][O:23][CH2:22][CH2:21]3)[CH2:10][C:9]2=1)=[O:5])[CH3:2].[OH-].[Li+].C(N(CC)C(C)C)(C)C.CN(C(O[N:50]1N=N[C:52]2[CH:53]=C[CH:55]=[N:56][C:51]1=2)=[N+](C)C)C.F[P-](F)(F)(F)(F)F. (7) Given the product [C:12]([O:11][C:9](=[O:10])[N:28]([CH2:27][CH2:26][O:25][C:24]1[CH:45]=[CH:46][CH:47]=[CH:48][C:23]=1[CH2:16][C:17]1[CH:18]=[CH:19][CH:20]=[CH:21][CH:22]=1)[CH2:29][CH2:30][NH:31][S:32]([C:35]1[C:36]2[CH:37]=[CH:38][N:39]=[CH:40][C:41]=2[CH:42]=[CH:43][CH:44]=1)(=[O:33])=[O:34])([CH3:13])([CH3:14])[CH3:15], predict the reactants needed to synthesize it. The reactants are: [C:9](O[C:9]([O:11][C:12]([CH3:15])([CH3:14])[CH3:13])=[O:10])([O:11][C:12]([CH3:15])([CH3:14])[CH3:13])=[O:10].[CH2:16]([C:23]1[CH:48]=[CH:47][CH:46]=[CH:45][C:24]=1[O:25][CH2:26][CH2:27][NH:28][CH2:29][CH2:30][NH:31][S:32]([C:35]1[C:36]2[CH:37]=[CH:38][N:39]=[CH:40][C:41]=2[CH:42]=[CH:43][CH:44]=1)(=[O:34])=[O:33])[C:17]1[CH:22]=[CH:21][CH:20]=[CH:19][CH:18]=1. (8) Given the product [CH:22]1[C:23]2[C:28](=[CH:27][CH:26]=[CH:25][CH:24]=2)[CH:29]=[CH:30][C:21]=1[S:18]([N:15]1[CH2:16][CH2:17][N:12]([C:10](=[O:11])[CH2:9][S:7][C:1]2[CH:6]=[CH:5][C:4]([CH3:31])=[CH:3][CH:2]=2)[CH2:13][CH2:14]1)(=[O:20])=[O:19], predict the reactants needed to synthesize it. The reactants are: [C:1]1([SH:7])[CH:6]=[CH:5][CH:4]=[CH:3][CH:2]=1.Cl[CH2:9][C:10]([N:12]1[CH2:17][CH2:16][N:15]([S:18]([C:21]2[CH:30]=[CH:29][C:28]3[C:23](=[CH:24][CH:25]=[CH:26][CH:27]=3)[CH:22]=2)(=[O:20])=[O:19])[CH2:14][CH2:13]1)=[O:11].[C:31](=O)([O-])[O-].[K+].[K+].O.